Dataset: NCI-60 drug combinations with 297,098 pairs across 59 cell lines. Task: Regression. Given two drug SMILES strings and cell line genomic features, predict the synergy score measuring deviation from expected non-interaction effect. (1) Drug 1: CN(C)C1=NC(=NC(=N1)N(C)C)N(C)C. Drug 2: C1CC(C1)(C(=O)O)C(=O)O.[NH2-].[NH2-].[Pt+2]. Cell line: CAKI-1. Synergy scores: CSS=27.4, Synergy_ZIP=-2.28, Synergy_Bliss=-4.03, Synergy_Loewe=-17.5, Synergy_HSA=-1.79. (2) Drug 1: CCCCCOC(=O)NC1=NC(=O)N(C=C1F)C2C(C(C(O2)C)O)O. Drug 2: CC1C(C(CC(O1)OC2CC(CC3=C2C(=C4C(=C3O)C(=O)C5=CC=CC=C5C4=O)O)(C(=O)C)O)N)O. Cell line: SNB-19. Synergy scores: CSS=34.3, Synergy_ZIP=-0.627, Synergy_Bliss=-1.07, Synergy_Loewe=-39.9, Synergy_HSA=0.674. (3) Drug 1: CC12CCC3C(C1CCC2O)C(CC4=C3C=CC(=C4)O)CCCCCCCCCS(=O)CCCC(C(F)(F)F)(F)F. Drug 2: C(CCl)NC(=O)N(CCCl)N=O. Cell line: SK-MEL-2. Synergy scores: CSS=21.7, Synergy_ZIP=-1.45, Synergy_Bliss=1.72, Synergy_Loewe=-3.97, Synergy_HSA=2.57. (4) Drug 1: CC1=CC2C(CCC3(C2CCC3(C(=O)C)OC(=O)C)C)C4(C1=CC(=O)CC4)C. Drug 2: CC1=C(C=C(C=C1)NC(=O)C2=CC=C(C=C2)CN3CCN(CC3)C)NC4=NC=CC(=N4)C5=CN=CC=C5. Cell line: HT29. Synergy scores: CSS=13.1, Synergy_ZIP=3.52, Synergy_Bliss=7.90, Synergy_Loewe=5.04, Synergy_HSA=5.92.